Task: Predict the reaction yield, written as a fraction of the theoretical maximum amount of product (1.0 means a 100% yield; for example, 0.34 means a 34% yield).. Dataset: Reaction yield outcomes from USPTO patents with 853,638 reactions (1) The reactants are [C:1]1([CH2:11]O)[C:10]2[C:5](=[CH:6][CH:7]=[CH:8][CH:9]=2)[CH:4]=[CH:3][CH:2]=1.N1C=CC=CC=1.P(Br)(Br)[Br:20]. The catalyst is C1(C)C=CC=CC=1. The product is [Br:20][CH2:11][C:1]1[C:10]2[C:5](=[CH:6][CH:7]=[CH:8][CH:9]=2)[CH:4]=[CH:3][CH:2]=1. The yield is 0.530. (2) The reactants are I([O-])(=O)(=O)=[O:2].[Na+].[CH2:7]([S:11][CH2:12][CH2:13][CH2:14][C:15]([OH:17])=[O:16])[CH2:8][CH2:9][CH3:10]. No catalyst specified. The product is [CH2:7]([S:11]([CH2:12][CH2:13][CH2:14][C:15]([OH:17])=[O:16])=[O:2])[CH2:8][CH2:9][CH3:10]. The yield is 0.940. (3) The reactants are [Br:1][C:2]1[C:3](F)=[C:4]2[C:10]([NH:11][C:12]([C:14]3[CH:19]=[CH:18][C:17](=[O:20])[N:16]([CH3:21])[CH:15]=3)=[O:13])=[CH:9][NH:8][C:5]2=[N:6][CH:7]=1.[CH3:23][N:24]([C@@H:32]1[CH2:37][CH2:36][CH2:35][NH:34][CH2:33]1)[C:25](=[O:31])[O:26][C:27]([CH3:30])([CH3:29])[CH3:28].CCN(C(C)C)C(C)C.[CH3:47][C:48]([O:51][C:52](O[C:52]([O:51][C:48]([CH3:50])([CH3:49])[CH3:47])=[O:53])=[O:53])([CH3:50])[CH3:49]. The catalyst is CCCCO.C(OCC)(=O)C. The product is [Br:1][C:2]1[C:3]([N:34]2[CH2:35][CH2:36][CH2:37][C@@H:32]([N:24]([C:25]([O:26][C:27]([CH3:30])([CH3:28])[CH3:29])=[O:31])[CH3:23])[CH2:33]2)=[C:4]2[C:10]([NH:11][C:12]([C:14]3[CH:19]=[CH:18][C:17](=[O:20])[N:16]([CH3:21])[CH:15]=3)=[O:13])=[CH:9][N:8]([C:52]([O:51][C:48]([CH3:50])([CH3:49])[CH3:47])=[O:53])[C:5]2=[N:6][CH:7]=1. The yield is 0.150. (4) The reactants are [CH:1]([O:4][C:5]([N:7]1[CH2:12][CH2:11][CH:10]([O:13][C:14]2[N:19]=[CH:18][N:17]=[C:16]3[N:20]([C:23]4[CH:28]=[CH:27][C:26](I)=[CH:25][C:24]=4[F:30])[N:21]=[CH:22][C:15]=23)[CH2:9][CH2:8]1)=[O:6])([CH3:3])[CH3:2].[CH:31]([NH2:34])([CH3:33])[CH3:32].N1CCC[C@H]1C(O)=O.C(=O)([O-])[O-].[K+].[K+]. The catalyst is CS(C)=O.[Cu](I)I. The product is [CH:1]([O:4][C:5]([N:7]1[CH2:12][CH2:11][CH:10]([O:13][C:14]2[N:19]=[CH:18][N:17]=[C:16]3[N:20]([C:23]4[CH:28]=[CH:27][C:26]([NH:34][CH:31]([CH3:33])[CH3:32])=[CH:25][C:24]=4[F:30])[N:21]=[CH:22][C:15]=23)[CH2:9][CH2:8]1)=[O:6])([CH3:3])[CH3:2]. The yield is 0.350. (5) The reactants are C(C1C(CC2SC=CC=2)=CC2C(C)(C)CCC(C)(C)C=2C=1)=O.[S:23]1[CH:27]=[CH:26][CH:25]=[C:24]1[CH2:28][C:29]1[C:30](/[CH:43]=[CH:44]/[C:45]2[CH:55]=[CH:54][C:48]([C:49]([O:51]CC)=[O:50])=[CH:47][CH:46]=2)=[CH:31][C:32]2[C:33]([CH3:42])([CH3:41])[CH2:34][CH2:35][C:36]([CH3:40])([CH3:39])[C:37]=2[CH:38]=1. No catalyst specified. The product is [CH3:39][C:36]1([CH3:40])[CH2:35][CH2:34][C:33]([CH3:41])([CH3:42])[C:32]2[CH:31]=[C:30](/[CH:43]=[CH:44]/[C:45]3[CH:46]=[CH:47][C:48]([C:49]([OH:51])=[O:50])=[CH:54][CH:55]=3)[C:29]([CH2:28][C:24]3[S:23][CH:27]=[CH:26][CH:25]=3)=[CH:38][C:37]1=2. The yield is 0.630. (6) The yield is 0.950. The product is [Br:1][C:2]1[CH:7]=[CH:6][C:5]([CH2:8][N:9]2[CH2:10][C:11]3[CH:15]=[C:14]([C:16]([CH3:19])([CH3:18])[CH3:17])[S:13][C:12]=3[C:20]2=[O:21])=[C:4]([F:23])[CH:3]=1. The reactants are [Br:1][C:2]1[CH:7]=[CH:6][C:5]([CH2:8][NH:9][CH2:10][C:11]2[CH:15]=[C:14]([C:16]([CH3:19])([CH3:18])[CH3:17])[S:13][C:12]=2[C:20](O)=[O:21])=[C:4]([F:23])[CH:3]=1.C1CN([P+](ON2N=NC3C=CC=CC2=3)(N2CCCC2)N2CCCC2)CC1.F[P-](F)(F)(F)(F)F.CCN(C(C)C)C(C)C. The catalyst is CN(C)C=O.